The task is: Predict the reactants needed to synthesize the given product.. This data is from Full USPTO retrosynthesis dataset with 1.9M reactions from patents (1976-2016). (1) The reactants are: [H-].[Na+].[CH:3]1[C:15]2[NH:14][C:13]3[C:8](=[CH:9][CH:10]=[CH:11][CH:12]=3)[C:7]=2[CH:6]=[CH:5][CH:4]=1.F[C:17]1[CH:22]=[CH:21][C:20]([N+:23]([O-:25])=[O:24])=[CH:19][CH:18]=1. Given the product [N+:23]([C:20]1[CH:21]=[CH:22][C:17]([N:14]2[C:13]3[CH:12]=[CH:11][CH:10]=[CH:9][C:8]=3[C:7]3[C:15]2=[CH:3][CH:4]=[CH:5][CH:6]=3)=[CH:18][CH:19]=1)([O-:25])=[O:24], predict the reactants needed to synthesize it. (2) Given the product [CH2:15]([O:14][C:12]([C:5]1[N:6]2[CH:11]=[CH:10][CH:9]=[CH:8][C:7]2=[C:3]([C:1]([OH:22])=[O:2])[N:4]=1)=[O:13])[CH3:16], predict the reactants needed to synthesize it. The reactants are: [CH:1]([C:3]1[N:4]=[C:5]([C:12]([O:14][CH2:15][CH3:16])=[O:13])[N:6]2[CH:11]=[CH:10][CH:9]=[CH:8][C:7]=12)=[O:2].CC(=CC)C.[O-:22]Cl=O.[Na+]. (3) Given the product [CH3:3][CH:4]([CH2:11][C:12]1[CH:17]=[CH:16][C:15]([O:18][CH2:19][CH2:20][C:21]2[CH:26]=[CH:25][CH:24]=[C:23]([NH:27][CH3:28])[N:22]=2)=[CH:14][CH:13]=1)[CH2:5][C:6]([OH:8])=[O:7], predict the reactants needed to synthesize it. The reactants are: [OH-].[Na+].[CH3:3][CH:4]([CH2:11][C:12]1[CH:17]=[CH:16][C:15]([O:18][CH2:19][CH2:20][C:21]2[CH:26]=[CH:25][CH:24]=[C:23]([NH:27][CH3:28])[N:22]=2)=[CH:14][CH:13]=1)[CH2:5][C:6]([O:8]CC)=[O:7].